The task is: Predict the product of the given reaction.. This data is from Forward reaction prediction with 1.9M reactions from USPTO patents (1976-2016). The product is: [CH2:1]([O:3][C:4]([N:6]1[CH2:7][CH2:8][C:9]([C:39]#[N:40])([NH:12][C:13](=[O:38])[CH:14]([NH:22][C:23]([CH:25]2[CH2:26][CH2:27][NH:28][CH2:29][CH2:30]2)=[O:24])[CH2:15][CH:16]2[CH2:21][CH2:20][CH2:19][CH2:18][CH2:17]2)[CH2:10][CH2:11]1)=[O:5])[CH3:2]. Given the reactants [CH2:1]([O:3][C:4]([N:6]1[CH2:11][CH2:10][C:9]([C:39]#[N:40])([NH:12][C:13](=[O:38])[CH:14]([NH:22][C:23]([CH:25]2[CH2:30][CH2:29][N:28](C(OC(C)(C)C)=O)[CH2:27][CH2:26]2)=[O:24])[CH2:15][CH:16]2[CH2:21][CH2:20][CH2:19][CH2:18][CH2:17]2)[CH2:8][CH2:7]1)=[O:5])[CH3:2], predict the reaction product.